Predict the reactants needed to synthesize the given product. From a dataset of Full USPTO retrosynthesis dataset with 1.9M reactions from patents (1976-2016). Given the product [Cl:18][C:19]1[CH:24]=[CH:23][C:22]([O:1][C:2]2[C:3]3[S:10][CH:9]=[CH:8][C:4]=3[CH:5]=[N:6][CH:7]=2)=[CH:21][CH:20]=1, predict the reactants needed to synthesize it. The reactants are: [O:1]=[C:2]1[CH2:7][N:6]=[CH:5][C:4]2[CH:8]=[CH:9][S:10][C:3]1=2.CN(C=O)C.[H-].[Na+].[Cl:18][C:19]1[CH:24]=[CH:23][C:22](I)=[CH:21][CH:20]=1.